From a dataset of Catalyst prediction with 721,799 reactions and 888 catalyst types from USPTO. Predict which catalyst facilitates the given reaction. (1) Reactant: N[C:2]1[CH:26]=[CH:25][C:5]2[C:6]3[CH:12]=[C:11]([S:13]([NH:16][C@H:17]([CH:22]([CH3:24])[CH3:23])[C:18]([O:20][CH3:21])=[O:19])(=[O:15])=[O:14])[CH:10]=[CH:9][C:7]=3[O:8][C:4]=2[CH:3]=1.Cl.N([O-])=O.[Na+].[I-:32].[Na+]. Product: [I:32][C:2]1[CH:26]=[CH:25][C:5]2[C:6]3[CH:12]=[C:11]([S:13]([NH:16][C@H:17]([CH:22]([CH3:24])[CH3:23])[C:18]([O:20][CH3:21])=[O:19])(=[O:15])=[O:14])[CH:10]=[CH:9][C:7]=3[O:8][C:4]=2[CH:3]=1. The catalyst class is: 6. (2) Reactant: [CH:1]1[C:13]2[CH:12]([CH2:14][O:15][C:16](=[O:57])[NH:17][CH2:18][CH2:19][CH2:20][CH2:21][CH:22]([NH:43][C:44](=[O:56])[CH:45]([N:47](C(OC(C)(C)C)=O)[CH3:48])[CH3:46])[C:23](=[O:42])[N:24]3[CH:28]([C:29](=[O:41])[NH:30][CH:31]4[C:40]5[C:35](=[CH:36][CH:37]=[CH:38][CH:39]=5)[CH2:34][CH2:33][CH2:32]4)[CH2:27][S:26][CH2:25]3)[C:11]3[C:6](=[CH:7][CH:8]=[CH:9][CH:10]=3)[C:5]=2[CH:4]=[CH:3][CH:2]=1.[C:58]([OH:64])([C:60]([F:63])([F:62])[F:61])=[O:59]. Product: [F:61][C:60]([F:63])([F:62])[C:58]([OH:64])=[O:59].[CH:10]1[C:11]2[CH:12]([CH2:14][O:15][C:16](=[O:57])[NH:17][CH2:18][CH2:19][CH2:20][CH2:21][CH:22]([NH:43][C:44](=[O:56])[CH:45]([NH:47][CH3:48])[CH3:46])[C:23](=[O:42])[N:24]3[CH:28]([C:29](=[O:41])[NH:30][CH:31]4[C:40]5[C:35](=[CH:36][CH:37]=[CH:38][CH:39]=5)[CH2:34][CH2:33][CH2:32]4)[CH2:27][S:26][CH2:25]3)[C:13]3[C:5](=[CH:4][CH:3]=[CH:2][CH:1]=3)[C:6]=2[CH:7]=[CH:8][CH:9]=1. The catalyst class is: 2.